This data is from Catalyst prediction with 721,799 reactions and 888 catalyst types from USPTO. The task is: Predict which catalyst facilitates the given reaction. (1) Reactant: [CH2:1]([N:8]1[C@H:13]([CH3:14])[CH2:12][O:11][CH2:10][C:9]1=O)[C:2]1[CH:7]=[CH:6][CH:5]=[CH:4][CH:3]=1.[H-].[Al+3].[Li+].[H-].[H-].[H-]. Product: [CH2:1]([N:8]1[CH2:9][CH2:10][O:11][CH2:12][C@H:13]1[CH3:14])[C:2]1[CH:7]=[CH:6][CH:5]=[CH:4][CH:3]=1. The catalyst class is: 1. (2) Reactant: [CH:1]1([CH2:6][C@H:7]([C:22]2[CH:27]=[CH:26][C:25]([S:28][CH:29]3[CH2:31][CH2:30]3)=[CH:24][CH:23]=2)[C:8](N([C@H](C)[C@H](O)C2C=CC=CC=2)C)=[O:9])[CH2:5][CH2:4][CH2:3][CH2:2]1.S(=O)(=O)(O)[OH:33]. Product: [CH:1]1([CH2:6][C@H:7]([C:22]2[CH:27]=[CH:26][C:25]([S:28][CH:29]3[CH2:31][CH2:30]3)=[CH:24][CH:23]=2)[C:8]([OH:9])=[O:33])[CH2:2][CH2:3][CH2:4][CH2:5]1. The catalyst class is: 38.